Dataset: Reaction yield outcomes from USPTO patents with 853,638 reactions. Task: Predict the reaction yield, written as a fraction of the theoretical maximum amount of product (1.0 means a 100% yield; for example, 0.34 means a 34% yield). (1) The reactants are [Cl:1][C:2]1[C:3]([C:8](=[O:10])[CH3:9])=[N:4][CH:5]=[CH:6][CH:7]=1.[BH4-].[Na+]. The catalyst is CO. The product is [Cl:1][C:2]1[C:3]([CH:8]([OH:10])[CH3:9])=[N:4][CH:5]=[CH:6][CH:7]=1. The yield is 0.750. (2) The reactants are [OH:1][C:2]1[N:9]=[C:8]([CH3:10])[CH:7]=[C:6]([O:11][CH3:12])[C:3]=1[C:4]#[N:5].O.NN. The catalyst is C(O)C.[Ni]. The product is [NH2:5][CH2:4][C:3]1[C:2]([OH:1])=[N:9][C:8]([CH3:10])=[CH:7][C:6]=1[O:11][CH3:12]. The yield is 0.560. (3) The product is [C:24]([OH:27])(=[O:26])[CH3:25].[CH2:15]1[C:16]2([C:21](=[O:22])[NH:20][C:19](=[O:23])[NH:18]2)[CH2:17][NH:14]1. The yield is 0.693. The reactants are C([N:14]1[CH2:17][C:16]2([C:21](=[O:22])[NH:20][C:19](=[O:23])[NH:18]2)[CH2:15]1)(C1C=CC=CC=1)C1C=CC=CC=1.[C:24]([OH:27])(=[O:26])[CH3:25].[H][H]. The catalyst is [Pd].CO.C(OCC)C. (4) The reactants are [F:1][CH:2]([F:41])[C:3]1[N:7]([C:8]2[N:13]=[C:12]([N:14]3[CH2:20][CH:19]4[O:21][CH:16]([CH2:17][CH2:18]4)[CH2:15]3)[N:11]=[C:10]([N:22]3[CH2:27][CH2:26][N:25](C(OC(C)(C)C)=O)[CH2:24][CH2:23]3)[N:9]=2)[C:6]2[CH:35]=[CH:36][CH:37]=[C:38]([O:39][CH3:40])[C:5]=2[N:4]=1.C(O)(C(F)(F)F)=O.N. The catalyst is C(Cl)Cl. The product is [F:41][CH:2]([F:1])[C:3]1[N:7]([C:8]2[N:9]=[C:10]([N:22]3[CH2:27][CH2:26][NH:25][CH2:24][CH2:23]3)[N:11]=[C:12]([N:14]3[CH2:20][CH:19]4[O:21][CH:16]([CH2:17][CH2:18]4)[CH2:15]3)[N:13]=2)[C:6]2[CH:35]=[CH:36][CH:37]=[C:38]([O:39][CH3:40])[C:5]=2[N:4]=1. The yield is 0.910. (5) The reactants are Cl[C:2]1[N:7]=[C:6]2[N:8]([CH3:11])[N:9]=[N:10][C:5]2=[CH:4][CH:3]=1.[Cl:12][C:13]1[CH:18]=[CH:17][C:16]([CH:19]2[C:26]3[C:25]([CH3:27])=[N:24][N:23]([CH:28]4[CH2:30][CH2:29]4)[C:22]=3[C:21](=[O:31])[NH:20]2)=[CH:15][CH:14]=1.CC1(C)C2C(=C(P(C3C=CC=CC=3)C3C=CC=CC=3)C=CC=2)OC2C(P(C3C=CC=CC=3)C3C=CC=CC=3)=CC=CC1=2.C([O-])([O-])=O.[Cs+].[Cs+]. The catalyst is O1CCOCC1.CCOC(C)=O.O.CCOCC.C1C=CC(/C=C/C(/C=C/C2C=CC=CC=2)=O)=CC=1.C1C=CC(/C=C/C(/C=C/C2C=CC=CC=2)=O)=CC=1.C1C=CC(/C=C/C(/C=C/C2C=CC=CC=2)=O)=CC=1.[Pd].[Pd]. The product is [Cl:12][C:13]1[CH:18]=[CH:17][C:16]([CH:19]2[C:26]3[C:25]([CH3:27])=[N:24][N:23]([CH:28]4[CH2:30][CH2:29]4)[C:22]=3[C:21](=[O:31])[N:20]2[C:2]2[N:7]=[C:6]3[N:8]([CH3:11])[N:9]=[N:10][C:5]3=[CH:4][CH:3]=2)=[CH:15][CH:14]=1. The yield is 0.680.